This data is from Full USPTO retrosynthesis dataset with 1.9M reactions from patents (1976-2016). The task is: Predict the reactants needed to synthesize the given product. (1) Given the product [CH2:1]([O:3][C:4](=[O:13])[CH2:5][C:6]1[CH:7]=[N:8][CH:9]=[C:10]([C:18]2[CH:17]=[CH:16][C:15]([F:14])=[CH:22][C:19]=2[CH:20]=[O:21])[CH:11]=1)[CH3:2], predict the reactants needed to synthesize it. The reactants are: [CH2:1]([O:3][C:4](=[O:13])[CH2:5][C:6]1[CH:7]=[N:8][CH:9]=[C:10](Br)[CH:11]=1)[CH3:2].[F:14][C:15]1[CH:16]=[CH:17][C:18](B2OC(C)(C)C(C)(C)O2)=[C:19]([CH:22]=1)[CH:20]=[O:21].C(=O)([O-])[O-].[K+].[K+]. (2) Given the product [CH3:17][N:18]([CH3:22])[CH2:19][CH2:20][NH:21][C:2]1[C:14]2[C:13]3[C:8](=[CH:9][C:10]([C:15]#[N:16])=[CH:11][CH:12]=3)[NH:7][C:6]=2[N:5]=[CH:4][N:3]=1, predict the reactants needed to synthesize it. The reactants are: Cl[C:2]1[C:14]2[C:13]3[C:8](=[CH:9][C:10]([C:15]#[N:16])=[CH:11][CH:12]=3)[NH:7][C:6]=2[N:5]=[CH:4][N:3]=1.[CH3:17][N:18]([CH3:22])[CH2:19][CH2:20][NH2:21].C(N(C(C)C)C(C)C)C.CC1C=CC(S(O)(=O)=O)=CC=1.